Task: Predict the reactants needed to synthesize the given product.. Dataset: Full USPTO retrosynthesis dataset with 1.9M reactions from patents (1976-2016) Given the product [NH2:4][CH2:3][C@H:2]([OH:1])[CH2:15][N:16]1[CH2:17][CH2:18][N:19]([CH3:22])[CH2:20][CH2:21]1, predict the reactants needed to synthesize it. The reactants are: [OH:1][C@H:2]([CH2:15][N:16]1[CH2:21][CH2:20][N:19]([CH3:22])[CH2:18][CH2:17]1)[CH2:3][NH:4]C(=O)OCC1C=CC=CC=1.